From a dataset of Reaction yield outcomes from USPTO patents with 853,638 reactions. Predict the reaction yield, written as a fraction of the theoretical maximum amount of product (1.0 means a 100% yield; for example, 0.34 means a 34% yield). (1) No catalyst specified. The reactants are [NH2:1][C:2]1[C:10]([O:11][CH3:12])=[CH:9][C:5]([C:6]([OH:8])=O)=[C:4]([F:13])[CH:3]=1.[CH3:14][N:15](C(ON1N=NC2C=CC=NC1=2)=[N+](C)C)C.F[P-](F)(F)(F)(F)F.C[CH2:39][N:40]([CH:44]([CH3:46])[CH3:45])[CH:41]([CH3:43])[CH3:42].[CH3:47]N(C=O)C. The product is [NH2:1][C:2]1[C:10]([O:11][CH3:12])=[CH:9][C:5]([C:6]([NH:15][CH:14]2[CH2:43][C@H:41]3[N:40]([CH3:39])[C@H:44]([CH2:46][CH2:47][CH2:42]3)[CH2:45]2)=[O:8])=[C:4]([F:13])[CH:3]=1. The yield is 0.690. (2) The reactants are [C:1]([C:3]1[N:7]2[N:8]=[C:9]([C:12]3[CH:17]=[CH:16][C:15]([C:18]([N:20]4[CH2:25][CH2:24][O:23][CH2:22][CH2:21]4)=[O:19])=[CH:14][CH:13]=3)[CH:10]=[CH:11][C:6]2=[N:5][CH:4]=1)#[CH:2].Br[C:27]1[CH:28]=[CH:29][C:30]([O:33][CH3:34])=[N:31][CH:32]=1. No catalyst specified. The product is [CH3:34][O:33][C:30]1[N:31]=[CH:32][C:27]([C:2]#[C:1][C:3]2[N:7]3[N:8]=[C:9]([C:12]4[CH:13]=[CH:14][C:15]([C:18]([N:20]5[CH2:21][CH2:22][O:23][CH2:24][CH2:25]5)=[O:19])=[CH:16][CH:17]=4)[CH:10]=[CH:11][C:6]3=[N:5][CH:4]=2)=[CH:28][CH:29]=1. The yield is 0.990. (3) The reactants are [NH:1]1[CH:5]=[CH:4][C:3]([C:6]([O:8][CH3:9])=[O:7])=[CH:2]1.[Br:10]N1C(=O)CCC1=O. The catalyst is O1CCCC1.N1C=CC=CC=1. The product is [Br:10][C:5]1[NH:1][CH:2]=[C:3]([C:6]([O:8][CH3:9])=[O:7])[CH:4]=1. The yield is 0.490.